From a dataset of Full USPTO retrosynthesis dataset with 1.9M reactions from patents (1976-2016). Predict the reactants needed to synthesize the given product. (1) Given the product [CH2:1]([N:3]([C:4]1[C:9]([CH3:10])=[CH:8][C:7]([CH3:11])=[CH:6][C:5]=1[CH3:12])[C:14]1[N:15]=[C:16]([OH:21])[CH:17]=[C:18]([CH3:20])[N:13]=1)[CH3:2], predict the reactants needed to synthesize it. The reactants are: [CH2:1]([NH:3][C:4]1[C:9]([CH3:10])=[CH:8][C:7]([CH3:11])=[CH:6][C:5]=1[CH3:12])[CH3:2].[N:13]#[C:14][NH2:15].[C:16](OCC)(=[O:21])[CH2:17][C:18]([CH3:20])=O.C(=O)([O-])[O-].[K+].[K+]. (2) Given the product [CH3:1][O:2][C:3](=[O:30])[CH2:4][CH2:5][C:6]1[N:7]([CH2:34][C:33]2[CH:36]=[CH:37][CH:38]=[CH:39][C:32]=2[Br:31])[CH:8]=[N:9][CH:10]=1, predict the reactants needed to synthesize it. The reactants are: [CH3:1][O:2][C:3](=[O:30])[CH2:4][CH2:5][C:6]1[N:7]=[CH:8][N:9](C(C2C=CC=CC=2)(C2C=CC=CC=2)C2C=CC=CC=2)[CH:10]=1.[Br:31][C:32]1[CH:39]=[CH:38][CH:37]=[CH:36][C:33]=1[CH2:34]Br. (3) Given the product [Si:15]([O:18][CH2:19][C@@H:20]1[C@H:24]2[O:25][C:26]([CH3:29])([CH3:28])[O:27][C@H:23]2[C@H:22]([OH:30])[C:21]1=[CH2:7])([C:11]([CH3:14])([CH3:12])[CH3:13])([CH3:17])[CH3:16], predict the reactants needed to synthesize it. The reactants are: [I-].C[S+](C)C.[Li][CH2:7]CCC.[C:11]([Si:15]([O:18][CH2:19][C@@H:20]1[C@H:24]2[O:25][C:26]([CH3:29])([CH3:28])[O:27][C@H:23]2[C@@H:22]2[O:30][C@H:21]12)([CH3:17])[CH3:16])([CH3:14])([CH3:13])[CH3:12]. (4) Given the product [C:38]([O:42][C:36](=[O:21])[NH:33][CH2:10][CH2:9][C:8]#[C:7][C:1]1[CH:2]=[CH:3][CH:4]=[CH:5][CH:6]=1)([CH3:41])([CH3:40])[CH3:39], predict the reactants needed to synthesize it. The reactants are: [C:1]1([C:7]#[C:8][CH2:9][CH2:10]C(O)=O)[CH:6]=[CH:5][CH:4]=[CH:3][CH:2]=1.C1(P(N=[N+]=[N-])(C2C=CC=CC=2)=[O:21])C=CC=CC=1.C([N:33]([CH2:36]C)CC)C.[C:38]([OH:42])([CH3:41])([CH3:40])[CH3:39]. (5) Given the product [Cl:20][C:14]1[CH:15]=[C:16]([Cl:19])[CH:17]=[CH:18][C:13]=1[CH2:12][NH:11][C:6]1[C:7]([C:8]([NH2:10])=[O:9])=[C:2]([NH:24][CH3:23])[N:3]=[C:4]([S:21][CH3:22])[N:5]=1, predict the reactants needed to synthesize it. The reactants are: Cl[C:2]1[C:7]([C:8]([NH2:10])=[O:9])=[C:6]([NH:11][CH2:12][C:13]2[CH:18]=[CH:17][C:16]([Cl:19])=[CH:15][C:14]=2[Cl:20])[N:5]=[C:4]([S:21][CH3:22])[N:3]=1.[CH3:23][NH2:24]. (6) Given the product [CH3:1][O:2][C:3]1[CH:16]=[CH:15][C:6]([CH2:7][N:8]2[C:12]([CH2:13][NH:19][CH3:17])=[N:11][CH:10]=[N:9]2)=[CH:5][CH:4]=1, predict the reactants needed to synthesize it. The reactants are: [CH3:1][O:2][C:3]1[CH:16]=[CH:15][C:6]([CH2:7][N:8]2[C:12]([CH2:13]O)=[N:11][CH:10]=[N:9]2)=[CH:5][CH:4]=1.[CH2:17]([N:19](CC)CC)C.CS(Cl)(=O)=O.